This data is from Reaction yield outcomes from USPTO patents with 853,638 reactions. The task is: Predict the reaction yield, written as a fraction of the theoretical maximum amount of product (1.0 means a 100% yield; for example, 0.34 means a 34% yield). (1) The reactants are C[O:2][C:3]1[CH:8]=[CH:7][C:6]([N:9]2[C@@H:13]([C:14]3[CH:19]=[CH:18][C:17]([C@:20]4([C:36](=[O:38])[NH2:37])[CH2:24][CH2:23][CH2:22][N:21]4[C:25](=[O:35])[C@@H:26]([NH:30][C:31](=[O:34])[O:32][CH3:33])[CH:27]([CH3:29])[CH3:28])=[CH:16][CH:15]=3)[CH2:12][CH2:11][C@@H:10]2[C:39]2[CH:44]=[CH:43][C:42]([C@:45]3([C:61](=[O:63])[NH2:62])[CH2:49][CH2:48][CH2:47][N:46]3[C:50](=[O:60])[C@@H:51]([NH:55][C:56](=[O:59])[O:57][CH3:58])[CH:52]([CH3:54])[CH3:53])=[CH:41][CH:40]=2)=[CH:5][CH:4]=1. The catalyst is C(Cl)Cl. The product is [OH:2][C:3]1[CH:4]=[CH:5][C:6]([N:9]2[C@@H:13]([C:14]3[CH:15]=[CH:16][C:17]([C@:20]4([C:36](=[O:38])[NH2:37])[CH2:24][CH2:23][CH2:22][N:21]4[C:25](=[O:35])[C@@H:26]([NH:30][C:31](=[O:34])[O:32][CH3:33])[CH:27]([CH3:29])[CH3:28])=[CH:18][CH:19]=3)[CH2:12][CH2:11][C@@H:10]2[C:39]2[CH:40]=[CH:41][C:42]([C@:45]3([C:61](=[O:63])[NH2:62])[CH2:49][CH2:48][CH2:47][N:46]3[C:50](=[O:60])[C@@H:51]([NH:55][C:56](=[O:59])[O:57][CH3:58])[CH:52]([CH3:54])[CH3:53])=[CH:43][CH:44]=2)=[CH:7][CH:8]=1. The yield is 0.120. (2) The reactants are [CH2:1]([C:4]1([S:7](Cl)(=[O:9])=[O:8])[CH2:6][CH2:5]1)[CH:2]=[CH2:3].[F:11][C:12]1[C:17]([F:18])=[C:16]([NH:19][C:20]2[CH:25]=[CH:24][C:23]([I:26])=[CH:22][C:21]=2[F:27])[C:15]([NH2:28])=[C:14]([O:29][CH2:30][CH2:31][O:32][CH3:33])[CH:13]=1. No catalyst specified. The product is [CH2:1]([C:4]1([S:7]([NH:28][C:15]2[C:14]([O:29][CH2:30][CH2:31][O:32][CH3:33])=[CH:13][C:12]([F:11])=[C:17]([F:18])[C:16]=2[NH:19][C:20]2[CH:25]=[CH:24][C:23]([I:26])=[CH:22][C:21]=2[F:27])(=[O:9])=[O:8])[CH2:6][CH2:5]1)[CH:2]=[CH2:3]. The yield is 0.780.